From a dataset of Peptide-MHC class I binding affinity with 185,985 pairs from IEDB/IMGT. Regression. Given a peptide amino acid sequence and an MHC pseudo amino acid sequence, predict their binding affinity value. This is MHC class I binding data. (1) The peptide sequence is KRMMIRYCL. The MHC is HLA-B08:01 with pseudo-sequence HLA-B08:01. The binding affinity (normalized) is 0.246. (2) The peptide sequence is RTYTILNRK. The MHC is HLA-A03:01 with pseudo-sequence HLA-A03:01. The binding affinity (normalized) is 0.357. (3) The peptide sequence is SLHVGTQCA. The MHC is HLA-A02:01 with pseudo-sequence HLA-A02:01. The binding affinity (normalized) is 0.328. (4) The peptide sequence is ITTESIVIW. The MHC is HLA-B51:01 with pseudo-sequence HLA-B51:01. The binding affinity (normalized) is 0.0132.